From a dataset of Forward reaction prediction with 1.9M reactions from USPTO patents (1976-2016). Predict the product of the given reaction. (1) The product is: [Cl:1][C:2]1[C:3]([CH2:17][CH2:18][NH2:19])=[N:4][CH:5]=[C:6]([N:8]2[CH:12]=[CH:11][C:10]([C:13]([F:14])([F:16])[F:15])=[N:9]2)[CH:7]=1. Given the reactants [Cl:1][C:2]1[C:3]([CH2:17][C:18]#[N:19])=[N:4][CH:5]=[C:6]([N:8]2[CH:12]=[CH:11][C:10]([C:13]([F:16])([F:15])[F:14])=[N:9]2)[CH:7]=1.[H][H], predict the reaction product. (2) Given the reactants Cl.[CH2:2]([O:4][P:5]([C:10]([C:13]1[CH:18]=[CH:17][C:16]([CH2:19][NH:20][CH2:21][C:22]2[CH:27]=[CH:26][C:25]([C:28]([P:31]([O:36][CH2:37][CH3:38])([O:33][CH2:34][CH3:35])=[O:32])([F:30])[F:29])=[CH:24][CH:23]=2)=[CH:15][CH:14]=1)([F:12])[F:11])(=[O:9])[O:6][CH2:7][CH3:8])[CH3:3].[Cl:39][C:40]1[CH:45]=[CH:44][CH:43]=[CH:42][C:41]=1[S:46](Cl)(=[O:48])=[O:47], predict the reaction product. The product is: [CH2:37]([O:36][P:31]([C:28]([C:25]1[CH:26]=[CH:27][C:22]([CH2:21][N:20]([S:46]([C:41]2[CH:42]=[CH:43][CH:44]=[CH:45][C:40]=2[Cl:39])(=[O:48])=[O:47])[CH2:19][C:16]2[CH:15]=[CH:14][C:13]([C:10]([P:5]([O:6][CH2:7][CH3:8])([O:4][CH2:2][CH3:3])=[O:9])([F:11])[F:12])=[CH:18][CH:17]=2)=[CH:23][CH:24]=1)([F:30])[F:29])(=[O:32])[O:33][CH2:34][CH3:35])[CH3:38]. (3) Given the reactants C(OC([N:8]([C:16]1[CH:21]=[CH:20][C:19]([CH2:22]Br)=[CH:18][N:17]=1)C(OC(C)(C)C)=O)=O)(C)(C)C.[P:24]([O:31]CC)([O:28][CH2:29][CH3:30])[O:25][CH2:26][CH3:27].Cl.C([O-])(O)=O.[Na+], predict the reaction product. The product is: [CH2:26]([O:25][P:24]([CH2:22][C:19]1[CH:18]=[N:17][C:16]([NH2:8])=[CH:21][CH:20]=1)(=[O:31])[O:28][CH2:29][CH3:30])[CH3:27].